Dataset: Full USPTO retrosynthesis dataset with 1.9M reactions from patents (1976-2016). Task: Predict the reactants needed to synthesize the given product. (1) Given the product [OH:33][C:31]1[CH:44]=[CH:13][C:12]([CH2:11][NH:10][C:8]([C:7]2[C:2](=[O:1])[NH:3][N:4]=[C:5]([C:18]3[CH:19]=[CH:20][N:21]=[CH:22][CH:23]=3)[CH:6]=2)=[O:9])=[CH:25][CH:30]=1, predict the reactants needed to synthesize it. The reactants are: [O:1]=[C:2]1[C:7]([C:8]([NH:10][CH2:11][CH2:12][C:13](OCC)=O)=[O:9])=[CH:6][C:5]([C:18]2[CH:23]=[CH:22][N:21]=[CH:20][CH:19]=2)=[N:4][NH:3]1.O=[C:25]1[C:30]([C:31]([OH:33])=O)=CC(C2C=CN=CC=2)=NN1.ON1C2C=CC=C[C:44]=2N=N1.C(N(CC)C(C)C)(C)C.CN(C(ON1N=NC2C=CC=NC1=2)=[N+](C)C)C.F[P-](F)(F)(F)(F)F. (2) Given the product [CH3:22][O:21][CH2:20][CH2:19][N:17]([CH3:18])[C:15]1[CH:14]=[CH:13][C:11]2[NH:12][C:8]([C:5]3[CH:4]=[C:3]([NH2:23])[C:2]([NH2:1])=[CH:7][CH:6]=3)=[N:9][C:10]=2[CH:16]=1, predict the reactants needed to synthesize it. The reactants are: [NH2:1][C:2]1[CH:7]=[CH:6][C:5]([C:8]2[NH:12][C:11]3[CH:13]=[CH:14][C:15]([N:17]([CH2:19][CH2:20][O:21][CH3:22])[CH3:18])=[CH:16][C:10]=3[N:9]=2)=[CH:4][C:3]=1[N+:23]([O-])=O. (3) Given the product [Br:9][CH2:8][CH2:7][CH2:6][CH2:5][CH2:4][CH2:3][CH2:2][S:23][C:20]1[CH:21]=[CH:22][C:17]([Cl:16])=[CH:18][CH:19]=1, predict the reactants needed to synthesize it. The reactants are: Br[CH2:2][CH2:3][CH2:4][CH2:5][CH2:6][CH2:7][CH2:8][Br:9].C(=O)([O-])[O-].[K+].[K+].[Cl:16][C:17]1[CH:22]=[CH:21][C:20]([SH:23])=[CH:19][CH:18]=1. (4) Given the product [Si:1]([O:18][CH2:19][C@H:20]1[C@@H:24]([F:25])[CH2:23][C@H:22]([O:26][CH:40]2[CH2:41][CH2:42][CH2:43][CH2:44][O:39]2)[C@@H:21]1[CH2:27]/[CH:28]=[CH:29]\[CH2:30][CH2:31][CH2:32][C:33]([O:35][CH:36]([CH3:38])[CH3:37])=[O:34])([C:14]([CH3:15])([CH3:16])[CH3:17])([C:8]1[CH:9]=[CH:10][CH:11]=[CH:12][CH:13]=1)[C:2]1[CH:3]=[CH:4][CH:5]=[CH:6][CH:7]=1, predict the reactants needed to synthesize it. The reactants are: [Si:1]([O:18][CH2:19][C@H:20]1[C@@H:24]([F:25])[CH2:23][C@H:22]([OH:26])[C@@H:21]1[CH2:27]/[CH:28]=[CH:29]\[CH2:30][CH2:31][CH2:32][C:33]([O:35][CH:36]([CH3:38])[CH3:37])=[O:34])([C:14]([CH3:17])([CH3:16])[CH3:15])([C:8]1[CH:13]=[CH:12][CH:11]=[CH:10][CH:9]=1)[C:2]1[CH:7]=[CH:6][CH:5]=[CH:4][CH:3]=1.[O:39]1[CH:44]=[CH:43][CH2:42][CH2:41][CH2:40]1.